This data is from Reaction yield outcomes from USPTO patents with 853,638 reactions. The task is: Predict the reaction yield, written as a fraction of the theoretical maximum amount of product (1.0 means a 100% yield; for example, 0.34 means a 34% yield). (1) The reactants are [CH3:1][O:2][C:3]1[NH:7][N:6]=[CH:5][C:4]=1[N+:8]([O-:10])=[O:9].[C:11]([O:15][C:16](O[C:16]([O:15][C:11]([CH3:14])([CH3:13])[CH3:12])=[O:17])=[O:17])([CH3:14])([CH3:13])[CH3:12].C(N(CC)CC)C. The catalyst is CN(C)C1C=CN=CC=1.C(Cl)Cl. The product is [CH3:1][O:2][C:3]1[C:4]([N+:8]([O-:10])=[O:9])=[CH:5][N:6]([C:16]([O:15][C:11]([CH3:14])([CH3:13])[CH3:12])=[O:17])[N:7]=1. The yield is 0.680. (2) The product is [CH:60]1([N:5]2[CH2:6][CH2:7][C:8]([C:12]3[CH:13]=[CH:14][C:15]([NH2:18])=[CH:16][CH:17]=3)([CH3:11])[CH2:9][CH2:10]2)[CH2:55][CH2:54]1. The reactants are C1([N:5]2[CH2:10][CH2:9][C:8]([C:12]3[CH:17]=[CH:16][C:15]([NH:18]C4C(C(N)=O)=NC=C(N5CCC[C@@H](NC(N(C)C)=O)[C@H]5C)N=4)=[CH:14][CH:13]=3)([CH3:11])[CH2:7][CH2:6]2)CCC1.C1(P([C:54]2C=CC=C[C:55]=2[C:60]2C=CC=CC=2)C2CCCCC2)CCCCC1.[Li+].C[Si]([N-][Si](C)(C)C)(C)C. The catalyst is C1COCC1.C1C=CC(/C=C/C(/C=C/C2C=CC=CC=2)=O)=CC=1.C1C=CC(/C=C/C(/C=C/C2C=CC=CC=2)=O)=CC=1.C1C=CC(/C=C/C(/C=C/C2C=CC=CC=2)=O)=CC=1.[Pd].[Pd]. The yield is 0.400. (3) The reactants are Cl[C:2]1[CH:3]=[CH:4][N:5]2[C:10]([CH:11]=1)=[CH:9][CH:8]=[C:7]([C:12]([O:14][CH2:15][CH3:16])=[O:13])[C:6]2=[O:17].[N-:18]=[N+:19]=[N-:20].[Na+].CN(C=O)C. The catalyst is O. The product is [N:18]([C:2]1[CH:3]=[CH:4][N:5]2[C:10]([CH:11]=1)=[CH:9][CH:8]=[C:7]([C:12]([O:14][CH2:15][CH3:16])=[O:13])[C:6]2=[O:17])=[N+:19]=[N-:20]. The yield is 0.850. (4) The reactants are [OH-].[Na+].Cl.Cl.[NH2:5][CH2:6][CH2:7][O:8][CH2:9][CH2:10][NH2:11].[CH3:12][C:13]([O:16][C:17](O[C:17]([O:16][C:13]([CH3:15])([CH3:14])[CH3:12])=[O:18])=[O:18])([CH3:15])[CH3:14]. The catalyst is CO.C1COCC1. The product is [NH2:5][CH2:6][CH2:7][O:8][CH2:9][CH2:10][NH:11][C:17](=[O:18])[O:16][C:13]([CH3:15])([CH3:14])[CH3:12]. The yield is 0.740.